From a dataset of Catalyst prediction with 721,799 reactions and 888 catalyst types from USPTO. Predict which catalyst facilitates the given reaction. (1) Reactant: [CH3:1][N:2]1[CH:6]=[CH:5][C:4]([NH:7][C:8]([C:10]2[C:15](Br)=[CH:14][CH:13]=[C:12]([CH3:17])[N:11]=2)=[O:9])=[N:3]1.[NH2:18][C:19]1[CH:23]=[CH:22][N:21]([CH3:24])[N:20]=1.C(=O)([O-])[O-].[Cs+].[Cs+].CC1(C)C2C(=C(P(C3C=CC=CC=3)C3C=CC=CC=3)C=CC=2)OC2C(P(C3C=CC=CC=3)C3C=CC=CC=3)=CC=CC1=2.C(Cl)(Cl)Cl. Product: [CH3:1][N:2]1[CH:6]=[CH:5][C:4]([NH:7][C:8]([C:10]2[C:15]([NH:18][C:19]3[CH:23]=[CH:22][N:21]([CH3:24])[N:20]=3)=[CH:14][CH:13]=[C:12]([CH3:17])[N:11]=2)=[O:9])=[N:3]1. The catalyst class is: 62. (2) Reactant: [CH2:1]([O:3][C:4](=[O:15])[CH:5]=[CH:6][CH:7]=[CH:8][C:9]1[CH:14]=[CH:13][N:12]=[CH:11][CH:10]=1)[CH3:2].[H][H]. Product: [CH2:1]([O:3][C:4](=[O:15])[CH2:5][CH2:6][CH2:7][CH2:8][C:9]1[CH:14]=[CH:13][N:12]=[CH:11][CH:10]=1)[CH3:2]. The catalyst class is: 29.